This data is from Forward reaction prediction with 1.9M reactions from USPTO patents (1976-2016). The task is: Predict the product of the given reaction. (1) Given the reactants CC([S@]([NH:7][C@@H:8]([C:25]1[CH:30]=[CH:29][CH:28]=[CH:27][CH:26]=1)[CH:9]1[CH2:14][CH2:13][N:12]([C:15]([O:17][CH2:18][C:19]2[CH:24]=[CH:23][CH:22]=[CH:21][CH:20]=2)=[O:16])[CH2:11][CH2:10]1)=O)(C)C.CO.Cl, predict the reaction product. The product is: [NH2:7][C@@H:8]([C:25]1[CH:26]=[CH:27][CH:28]=[CH:29][CH:30]=1)[CH:9]1[CH2:14][CH2:13][N:12]([C:15]([O:17][CH2:18][C:19]2[CH:20]=[CH:21][CH:22]=[CH:23][CH:24]=2)=[O:16])[CH2:11][CH2:10]1. (2) Given the reactants [CH3:1][C:2]([C:6]1[C:10]2[CH2:11][N:12]([C:15]([O:17]C(C)(C)C)=O)[CH2:13][CH2:14][C:9]=2[NH:8][N:7]=1)([CH3:5])[CH2:3][CH3:4].Cl.O1CCOCC1.[Cl:29][C:30]1[CH:31]=[C:32]([NH:36]C(=O)OC2C=CC=CC=2)[CH:33]=[CH:34][CH:35]=1, predict the reaction product. The product is: [Cl:29][C:30]1[CH:31]=[C:32]([NH:36][C:15]([N:12]2[CH2:13][CH2:14][C:9]3[NH:8][N:7]=[C:6]([C:2]([CH3:1])([CH3:5])[CH2:3][CH3:4])[C:10]=3[CH2:11]2)=[O:17])[CH:33]=[CH:34][CH:35]=1. (3) Given the reactants [NH2:1][C:2]1[S:3][C:4]([C:17]2[CH:22]=[CH:21][CH:20]=[C:19]([F:23])[CH:18]=2)=[C:5]([C:7]([N:9]2[C@H:14]([CH2:15][NH2:16])[CH2:13][C@H:12]3[C@@H:10]2[CH2:11]3)=[O:8])[N:6]=1.[CH3:24][O:25][C:26]1[C:35]2[C:30](=[CH:31][CH:32]=[CH:33][CH:34]=2)[N:29]=[C:28]([C:36](O)=[O:37])[CH:27]=1, predict the reaction product. The product is: [NH2:1][C:2]1[S:3][C:4]([C:17]2[CH:22]=[CH:21][CH:20]=[C:19]([F:23])[CH:18]=2)=[C:5]([C:7]([N:9]2[C@H:14]([CH2:15][NH:16][C:36]([C:28]3[CH:27]=[C:26]([O:25][CH3:24])[C:35]4[C:30](=[CH:31][CH:32]=[CH:33][CH:34]=4)[N:29]=3)=[O:37])[CH2:13][C@H:12]3[C@@H:10]2[CH2:11]3)=[O:8])[N:6]=1. (4) Given the reactants [CH3:1][NH:2][C:3]([C:5]1[C:13]2[C:8](=[CH:9][C:10]([C:14]3[CH:19]=[CH:18][C:17]([N+:20]([O-])=O)=[CH:16][CH:15]=3)=[CH:11][CH:12]=2)[NH:7][N:6]=1)=[O:4].Cl[Sn]Cl.C(=O)(O)[O-].[Na+], predict the reaction product. The product is: [NH2:20][C:17]1[CH:16]=[CH:15][C:14]([C:10]2[CH:9]=[C:8]3[C:13]([C:5]([C:3]([NH:2][CH3:1])=[O:4])=[N:6][NH:7]3)=[CH:12][CH:11]=2)=[CH:19][CH:18]=1. (5) Given the reactants [NH:1]1[CH2:6][CH2:5][CH2:4][C@H:3]([NH:7]C(=O)OC(C)(C)C)[CH2:2]1.Br[C:16]1[N:21]=[C:20](F)[C:19]([CH3:23])=[CH:18][CH:17]=1.[CH3:24][C:25]1[N:30]=[C:29]([C:31]2[N:36]=[CH:35][C:34]3[CH:37]=[N:38][NH:39][C:33]=3[CH:32]=2)[CH:28]=[N:27][CH:26]=1, predict the reaction product. The product is: [CH3:23][C:19]1[C:20]([N:1]2[CH2:6][CH2:5][CH2:4][C@H:3]([NH2:7])[CH2:2]2)=[N:21][C:16]([N:39]2[C:33]3[CH:32]=[C:31]([C:29]4[CH:28]=[N:27][CH:26]=[C:25]([CH3:24])[N:30]=4)[N:36]=[CH:35][C:34]=3[CH:37]=[N:38]2)=[CH:17][CH:18]=1. (6) The product is: [C:16]([NH:19][C:20]1[CH:21]=[C:22]([C:23]2[O:15][N:14]=[C:2]([C:3]3[CH:12]=[CH:11][C:6]([C:7]([O:9][CH3:10])=[O:8])=[C:5]([F:13])[CH:4]=3)[N:1]=2)[CH:26]=[CH:27][C:28]=1[N:29]1[CH2:34][CH2:33][CH2:32][CH2:31][CH:30]1[CH3:35])(=[O:18])[CH3:17]. Given the reactants [NH2:1][C:2](=[N:14][OH:15])[C:3]1[CH:12]=[CH:11][C:6]([C:7]([O:9][CH3:10])=[O:8])=[C:5]([F:13])[CH:4]=1.[C:16]([NH:19][C:20]1[CH:21]=[C:22]([CH:26]=[CH:27][C:28]=1[N:29]1[CH2:34][CH2:33][CH2:32][CH2:31][CH:30]1[CH3:35])[C:23](O)=O)(=[O:18])[CH3:17], predict the reaction product. (7) Given the reactants [I:1][C:2]1[C:3]([O:14][CH3:15])=[N:4][N:5]([C@H:7]2[CH2:12][CH2:11][C@H:10]([OH:13])[CH2:9][CH2:8]2)[CH:6]=1.N1C=CN=C1.[Si:21](Cl)([C:24]([CH3:27])([CH3:26])[CH3:25])([CH3:23])[CH3:22], predict the reaction product. The product is: [Si:21]([O:13][C@H:10]1[CH2:9][CH2:8][C@H:7]([N:5]2[CH:6]=[C:2]([I:1])[C:3]([O:14][CH3:15])=[N:4]2)[CH2:12][CH2:11]1)([C:24]([CH3:27])([CH3:26])[CH3:25])([CH3:23])[CH3:22].